Task: Predict the reaction yield, written as a fraction of the theoretical maximum amount of product (1.0 means a 100% yield; for example, 0.34 means a 34% yield).. Dataset: Reaction yield outcomes from USPTO patents with 853,638 reactions The reactants are C([O-])([O-])=O.[K+].[K+].C[Si]([C:11]#[C:12][C:13]1[NH:17][C:16]([C@@H:18]2[CH2:22][CH2:21][CH2:20][N:19]2[C:23]([O:25][C:26]([CH3:29])([CH3:28])[CH3:27])=[O:24])=[N:15][CH:14]=1)(C)C. The catalyst is CO. The product is [C:12]([C:13]1[NH:17][C:16]([C@@H:18]2[CH2:22][CH2:21][CH2:20][N:19]2[C:23]([O:25][C:26]([CH3:29])([CH3:28])[CH3:27])=[O:24])=[N:15][CH:14]=1)#[CH:11]. The yield is 0.496.